Binary classification across 12 toxicity assays. From a dataset of Tox21: 12 toxicity assays (nuclear receptors and stress response pathways). (1) The compound is CC(C)CC(C)(O)C#CC(C)(O)CC(C)C. It tested positive (active) for: NR-Aromatase (Aromatase enzyme inhibition), and SR-MMP (Mitochondrial Membrane Potential disruption). (2) The molecule is CC(C)CP(=S)([S-])CC(C)C. It tested positive (active) for: SR-HSE (Heat Shock Element response).